Dataset: Full USPTO retrosynthesis dataset with 1.9M reactions from patents (1976-2016). Task: Predict the reactants needed to synthesize the given product. (1) Given the product [N+:39]([C:42]1[CH:43]=[CH:44][C:45]([C:46]([O:1][C@@H:2]2[CH2:19][N:5]3[C:6](=[O:18])[CH2:7][CH2:8][N:9]([C:11]([O:13][C:14]([CH3:15])([CH3:16])[CH3:17])=[O:12])[CH2:10][C@H:4]3[CH2:3]2)=[O:47])=[CH:49][CH:50]=1)([O-:41])=[O:40], predict the reactants needed to synthesize it. The reactants are: [OH:1][C@H:2]1[CH2:19][N:5]2[C:6](=[O:18])[CH2:7][CH2:8][N:9]([C:11]([O:13][C:14]([CH3:17])([CH3:16])[CH3:15])=[O:12])[CH2:10][C@H:4]2[CH2:3]1.C1(P(C2C=CC=CC=2)C2C=CC=CC=2)C=CC=CC=1.[N+:39]([C:42]1[CH:50]=[CH:49][C:45]([C:46](O)=[O:47])=[CH:44][CH:43]=1)([O-:41])=[O:40].N(C(OC(C)C)=O)=NC(OC(C)C)=O. (2) Given the product [CH2:1]([Cl:4])[CH2:2][Cl:3].[CH:5]1[CH:6]=[CH:7][C:8]2[N:13]([OH:14])[N:12]=[N:11][C:9]=2[CH:10]=1, predict the reactants needed to synthesize it. The reactants are: [CH2:1]([Cl:4])[CH2:2][Cl:3].[CH:5]1[CH:6]=[CH:7][C:8]2[N:13]([OH:14])[N:12]=[N:11][C:9]=2[CH:10]=1.C(N(CC)C(C)C)(C)C.